From a dataset of Drug-target binding data from BindingDB patent sources. Regression. Given a target protein amino acid sequence and a drug SMILES string, predict the binding affinity score between them. We predict pAffinity (pAffinity = -log10(affinity in M)). Dataset: bindingdb_patent. The small molecule is Nc1ncc(nc1C(=O)Nc1ncccc1N1CCC(N)(CCO)CC1)-c1ncccc1C(F)(F)F. The target protein (Q04759) has sequence MSPFLRIGLSNFDCGSCQSCQGEAVNPYCAVLVKEYVESENGQMYIQKKPTMYPPWDSTFDAHINKGRVMQIIVKGKNVDLISETTVELYSLAERCRKNNGKTEIWLELKPQGRMLMNARYFLEMSDTKDMNEFETEGFFALHQRRGAIKQAKVHHVKCHEFTATFFPQPTFCSVCHEFVWGLNKQGYQCRQCNAAIHKKCIDKVIAKCTGSAINSRETMFHKERFKIDMPHRFKVYNYKSPTFCEHCGTLLWGLARQGLKCDACGMNVHHRCQTKVANLCGINQKLMAEALAMIESTQQARCLRDTEQIFREGPVEIGLPCSIKNEARPPCLPTPGKREPQGISWESPLDEVDKMCHLPEPELNKERPSLQIKLKIEDFILHKMLGKGSFGKVFLAEFKKTNQFFAIKALKKDVVLMDDDVECTMVEKRVLSLAWEHPFLTHMFCTFQTKENLFFVMEYLNGGDLMYHIQSCHKFDLSRATFYAAEIILGLQFLHSKGI.... The pAffinity is 8.8.